Predict the reactants needed to synthesize the given product. From a dataset of Full USPTO retrosynthesis dataset with 1.9M reactions from patents (1976-2016). (1) Given the product [Cl:22][CH2:20][CH2:19][O:21][S:7]([C:4]1[CH:5]=[CH:6][C:1]([CH3:11])=[CH:2][CH:3]=1)(=[O:9])=[O:8], predict the reactants needed to synthesize it. The reactants are: [C:1]1([CH3:11])[CH:6]=[CH:5][C:4]([S:7](Cl)(=[O:9])=[O:8])=[CH:3][CH:2]=1.N1C=CC=CC=1.Cl[CH:19]([OH:21])[CH3:20].[Cl:22]CCl. (2) Given the product [C:1]1([S:7]([N:10]([C:11]2[CH:16]=[C:15]([C:17]([F:19])([F:18])[F:20])[CH:14]=[CH:13][C:12]=2[Cl:21])[CH2:22][C:23]([NH:37][CH2:34][C:29]2[CH:28]=[CH:27][N:26]=[CH:31][CH:30]=2)=[O:24])(=[O:8])=[O:9])[CH:6]=[CH:5][CH:4]=[CH:3][CH:2]=1, predict the reactants needed to synthesize it. The reactants are: [C:1]1([S:7]([N:10]([CH2:22][C:23](O)=[O:24])[C:11]2[CH:16]=[C:15]([C:17]([F:20])([F:19])[F:18])[CH:14]=[CH:13][C:12]=2[Cl:21])(=[O:9])=[O:8])[CH:6]=[CH:5][CH:4]=[CH:3][CH:2]=1.[N:26]1[CH:31]=[CH:30][C:29](NC)=[CH:28][CH:27]=1.[CH:34]([N:37](C(C)C)CC)(C)C. (3) Given the product [Br:1][C:2]1[CH:10]=[C:9]2[C:5]([CH:6]=[N:7][N:8]2[C:24]2[CH:25]=[CH:26][C:21]([O:20][CH2:13][C:14]3[CH:15]=[CH:16][CH:17]=[CH:18][CH:19]=3)=[C:22]([F:30])[CH:23]=2)=[C:4]([O:11][CH3:12])[CH:3]=1, predict the reactants needed to synthesize it. The reactants are: [Br:1][C:2]1[CH:10]=[C:9]2[C:5]([CH:6]=[N:7][NH:8]2)=[C:4]([O:11][CH3:12])[CH:3]=1.[CH2:13]([O:20][C:21]1[CH:26]=[CH:25][C:24](B(O)O)=[CH:23][C:22]=1[F:30])[C:14]1[CH:19]=[CH:18][CH:17]=[CH:16][CH:15]=1.N1C=CC=CC=1. (4) Given the product [F:27][C:28]([F:37])([C:33]([F:36])([F:35])[F:34])[CH2:29][CH2:30][CH2:31][I:25], predict the reactants needed to synthesize it. The reactants are: C1(P(C2C=CC=CC=2)C2C=CC=CC=2)C=CC=CC=1.N1C=CN=C1.[I:25]I.[F:27][C:28]([F:37])([C:33]([F:36])([F:35])[F:34])[CH2:29][CH2:30][CH2:31]O. (5) Given the product [F:1][C:2]1[C:3]([O:26][CH2:27][CH2:28][CH2:29][O:30][CH3:31])=[CH:4][C:5]2[CH2:14][CH:13]([CH:15]([CH3:16])[CH3:17])[N:12]3[C:7](=[CH:8][C:9](=[O:23])[C:10]([C:18]([O:20][CH2:21][CH3:22])=[O:19])=[CH:11]3)[C:6]=2[C:24]=1[F:25], predict the reactants needed to synthesize it. The reactants are: [F:1][C:2]1[C:3]([O:26][CH2:27][CH2:28][CH2:29][O:30][CH3:31])=[CH:4][C:5]2[CH2:14][CH:13]([CH:15]([CH3:17])[CH3:16])[N:12]3[CH:7]([CH2:8][C:9](=[O:23])[C:10]([C:18]([O:20][CH2:21][CH3:22])=[O:19])=[CH:11]3)[C:6]=2[C:24]=1[F:25].C1(Cl)C(=O)C(Cl)=C(Cl)C(=O)C=1Cl. (6) Given the product [C:1]([O:5][C:6]([N:8]1[C:12]([CH3:13])=[N:11][C:10]([CH2:14][CH2:15][C:16]2[CH:17]=[CH:18][C:19]([NH2:22])=[CH:20][CH:21]=2)=[N:9]1)=[O:7])([CH3:4])([CH3:2])[CH3:3], predict the reactants needed to synthesize it. The reactants are: [C:1]([O:5][C:6]([N:8]1[C:12]([CH3:13])=[N:11][C:10]([CH2:14][CH2:15][C:16]2[CH:21]=[CH:20][C:19]([N+:22]([O-])=O)=[CH:18][CH:17]=2)=[N:9]1)=[O:7])([CH3:4])([CH3:3])[CH3:2]. (7) Given the product [N:11]1[C:20]2[C:15](=[CH:16][C:17]([C:21]3([CH:24]=[O:29])[CH2:23][CH2:22]3)=[CH:18][CH:19]=2)[CH:14]=[CH:13][CH:12]=1, predict the reactants needed to synthesize it. The reactants are: [H-].C([Al+]CC(C)C)C(C)C.[N:11]1[C:20]2[C:15](=[CH:16][C:17]([C:21]3([C:24]#N)[CH2:23][CH2:22]3)=[CH:18][CH:19]=2)[CH:14]=[CH:13][CH:12]=1.C([OH:29])(C)C.